This data is from Reaction yield outcomes from USPTO patents with 853,638 reactions. The task is: Predict the reaction yield, written as a fraction of the theoretical maximum amount of product (1.0 means a 100% yield; for example, 0.34 means a 34% yield). (1) The reactants are [CH2:1]([C:3]1O[C:7](=[O:9])[C:6]2[CH:10]=[CH:11][CH:12]=[CH:13][C:5]=2[N:4]=1)[CH3:2].[NH2:14][C:15]1[CH:20]=[CH:19][C:18]([OH:21])=[CH:17][CH:16]=1. The catalyst is CN(C)C=O. The product is [CH2:1]([C:3]1[N:14]([C:15]2[CH:20]=[CH:19][C:18]([OH:21])=[CH:17][CH:16]=2)[C:7](=[O:9])[C:6]2[C:5](=[CH:13][CH:12]=[CH:11][CH:10]=2)[N:4]=1)[CH3:2]. The yield is 0.660. (2) The reactants are [C:1](=[O:19])([O:17][CH3:18])[O:2][C:3]1[C:8]([N+:9]([O-])=O)=[CH:7][C:6]([F:12])=[CH:5][C:4]=1[C:13]([CH3:16])([CH3:15])[CH3:14].C([O-])=O.[NH4+]. The catalyst is CCO.[Pd]. The product is [C:1](=[O:19])([O:17][CH3:18])[O:2][C:3]1[C:8]([NH2:9])=[CH:7][C:6]([F:12])=[CH:5][C:4]=1[C:13]([CH3:14])([CH3:15])[CH3:16]. The yield is 0.270.